From a dataset of CYP2D6 inhibition data for predicting drug metabolism from PubChem BioAssay. Regression/Classification. Given a drug SMILES string, predict its absorption, distribution, metabolism, or excretion properties. Task type varies by dataset: regression for continuous measurements (e.g., permeability, clearance, half-life) or binary classification for categorical outcomes (e.g., BBB penetration, CYP inhibition). Dataset: cyp2d6_veith. (1) The molecule is O=S(=O)(NCCNS(=O)(=O)c1cccs1)c1cccs1. The result is 1 (inhibitor). (2) The compound is N#CCCn1c(=O)c(-c2ccccc2)nc2cnc(Nc3ccccc3)nc21. The result is 0 (non-inhibitor). (3) The drug is Nc1ncnc2c1nc(Br)n2[C@@H]1O[C@H]2COP(=O)([O-])O[C@@H]2[C@H]1O.[Na+]. The result is 0 (non-inhibitor). (4) The drug is COc1ccc(C(C(=O)NC2CCCC2)N(C(=O)c2snc(-c3ccc(F)cc3)c2N)c2ccc(F)cc2)cc1. The result is 0 (non-inhibitor). (5) The compound is O=[N+]([O-])c1cc2c(cc1/C=N/Nc1nc(Nc3ccccc3)nc(N3CCCCC3)n1)OCO2. The result is 0 (non-inhibitor). (6) The compound is CCNc1ncc2nc(CCc3ccccc3)c(=O)n(Cc3ccc(F)cc3)c2n1. The result is 0 (non-inhibitor).